Predict the product of the given reaction. From a dataset of Forward reaction prediction with 1.9M reactions from USPTO patents (1976-2016). (1) Given the reactants Cl[C:2]1[N:11]=[C:10]([N:12]([C:14]2[CH:19]=[CH:18][C:17]([O:20][CH3:21])=[CH:16][CH:15]=2)[CH3:13])[C:9]2[C:4](=[CH:5][CH:6]=[CH:7][CH:8]=2)[N:3]=1.[N:22]1([CH2:28][CH2:29][NH2:30])[CH2:27][CH2:26][O:25][CH2:24][CH2:23]1, predict the reaction product. The product is: [CH3:21][O:20][C:17]1[CH:18]=[CH:19][C:14]([N:12]([CH3:13])[C:10]2[C:9]3[C:4](=[CH:5][CH:6]=[CH:7][CH:8]=3)[N:3]=[C:2]([NH:30][CH2:29][CH2:28][N:22]3[CH2:27][CH2:26][O:25][CH2:24][CH2:23]3)[N:11]=2)=[CH:15][CH:16]=1. (2) Given the reactants Cl.[NH2:2][C@@H:3]([CH2:8][NH:9][C:10]([O:12][C:13]([CH3:16])([CH3:15])[CH3:14])=[O:11])[C:4]([O:6][CH3:7])=[O:5].[CH2:17]([N:24]([CH2:28][CH2:29]Cl)[CH2:25][CH2:26]Cl)[C:18]1[CH:23]=[CH:22][CH:21]=[CH:20][CH:19]=1, predict the reaction product. The product is: [CH2:17]([N:24]1[CH2:28][CH2:29][N:2]([C@@H:3]([CH2:8][NH:9][C:10]([O:12][C:13]([CH3:16])([CH3:15])[CH3:14])=[O:11])[C:4]([O:6][CH3:7])=[O:5])[CH2:26][CH2:25]1)[C:18]1[CH:23]=[CH:22][CH:21]=[CH:20][CH:19]=1.